This data is from Catalyst prediction with 721,799 reactions and 888 catalyst types from USPTO. The task is: Predict which catalyst facilitates the given reaction. (1) Reactant: C[O:2][C:3]1[CH:11]=[CH:10][C:9]([O:12][C:13]([F:16])([F:15])[F:14])=[CH:8][C:4]=1[C:5]([OH:7])=[O:6]. Product: [F:14][C:13]([F:15])([F:16])[O:12][C:9]1[CH:8]=[C:4]([C:5]([OH:7])=[O:6])[C:3]([OH:2])=[CH:11][CH:10]=1. The catalyst class is: 16. (2) Reactant: Cl[CH2:2][CH2:3][CH2:4][S:5]([N:8]1[CH2:13][CH2:12][CH:11]([C:14]2[C:22]3[C:17](=[C:18]([C:30]([NH2:32])=[O:31])[CH:19]=[C:20]([C:23]4[CH:28]=[CH:27][CH:26]=[C:25]([F:29])[CH:24]=4)[CH:21]=3)[NH:16][N:15]=2)[CH2:10][CH2:9]1)(=[O:7])=[O:6].C([O-])([O-])=O.[K+].[K+].[CH:39]1([NH2:44])[CH2:43][CH2:42][CH2:41][CH2:40]1. The catalyst class is: 3. Product: [CH:39]1([NH:44][CH2:2][CH2:3][CH2:4][S:5]([N:8]2[CH2:13][CH2:12][CH:11]([C:14]3[C:22]4[C:17](=[C:18]([C:30]([NH2:32])=[O:31])[CH:19]=[C:20]([C:23]5[CH:28]=[CH:27][CH:26]=[C:25]([F:29])[CH:24]=5)[CH:21]=4)[NH:16][N:15]=3)[CH2:10][CH2:9]2)(=[O:7])=[O:6])[CH2:43][CH2:42][CH2:41][CH2:40]1. (3) Reactant: [CH3:1][C:2]1[N:3]=[C:4]([NH:7][CH2:8][CH2:9][NH2:10])[S:5][CH:6]=1.C(N(CC)CC)C.[C:18](O[C:18]([O:20][C:21]([CH3:24])([CH3:23])[CH3:22])=[O:19])([O:20][C:21]([CH3:24])([CH3:23])[CH3:22])=[O:19].C(=O)(O)[O-].[Na+]. Product: [CH3:1][C:2]1[N:3]=[C:4]([NH:7][CH2:8][CH2:9][NH:10][C:18](=[O:19])[O:20][C:21]([CH3:24])([CH3:23])[CH3:22])[S:5][CH:6]=1. The catalyst class is: 4. (4) Reactant: [F:1][B-:2]([F:5])([F:4])[F:3].[N:6]#[O+].[F:8][C:9]1[CH:15]=[CH:14][C:13]([F:16])=[CH:12][C:10]=1[NH2:11]. Product: [F:1][B-:2]([F:5])([F:4])[F:3].[F:8][C:9]1[CH:15]=[CH:14][C:13]([F:16])=[CH:12][C:10]=1[N+:11]#[N:6]. The catalyst class is: 753. (5) Reactant: [F:1][C:2]1[CH:32]=[CH:31][C:5]2[CH:6]=[C:7]([CH:9]([CH2:27][CH2:28][CH2:29][CH3:30])[CH2:10][CH2:11][O:12][C:13]3[CH:18]=[CH:17][C:16]([O:19][CH2:20][C:21]([O:23]CC)=[O:22])=[C:15]([CH3:26])[CH:14]=3)[S:8][C:4]=2[CH:3]=1.[OH-].[Na+]. Product: [F:1][C:2]1[CH:32]=[CH:31][C:5]2[CH:6]=[C:7]([CH:9]([CH2:27][CH2:28][CH2:29][CH3:30])[CH2:10][CH2:11][O:12][C:13]3[CH:18]=[CH:17][C:16]([O:19][CH2:20][C:21]([OH:23])=[O:22])=[C:15]([CH3:26])[CH:14]=3)[S:8][C:4]=2[CH:3]=1. The catalyst class is: 5.